Dataset: Full USPTO retrosynthesis dataset with 1.9M reactions from patents (1976-2016). Task: Predict the reactants needed to synthesize the given product. Given the product [Cl:1][C:2]1[CH:3]=[CH:4][CH:5]=[C:6]2[C:10]=1[C:9](=[O:11])[N:8]([C:12]1[CH:34]=[CH:33][CH:32]=[C:14]([C:15]([N:17]3[CH2:37][CH2:36][N:35]([C:41]([N:43]4[CH2:47][CH2:46][CH2:45][CH2:44]4)=[O:42])[CH2:19][CH2:18]3)=[O:16])[CH:13]=1)[CH2:7]2, predict the reactants needed to synthesize it. The reactants are: [Cl:1][C:2]1[CH:3]=[CH:4][CH:5]=[C:6]2[C:10]=1[C:9](=[O:11])[N:8]([C:12]1[CH:13]=[C:14]([CH:32]=[CH:33][CH:34]=1)[C:15]([NH:17][CH2:18][CH2:19]C1CCN(C3C=CN=CC=3)CC1)=[O:16])[CH2:7]2.[N:35]1([C:41]([N:43]2[CH2:47][CH2:46][CH2:45][CH2:44]2)=[O:42])CCN[CH2:37][CH2:36]1.ClC1C=CC=C2C=1C(=O)N(C1C=C(C=CC=1)C(O)=O)C2.